Dataset: Retrosynthesis with 50K atom-mapped reactions and 10 reaction types from USPTO. Task: Predict the reactants needed to synthesize the given product. Given the product COc1ccc(O)c(N)c1, predict the reactants needed to synthesize it. The reactants are: COc1ccc(O)c([N+](=O)[O-])c1.